Dataset: Reaction yield outcomes from USPTO patents with 853,638 reactions. Task: Predict the reaction yield, written as a fraction of the theoretical maximum amount of product (1.0 means a 100% yield; for example, 0.34 means a 34% yield). The reactants are CS(O[CH2:6][C@H:7]1[N:17]2[C:18]3[N:9]([C:10](=[O:21])[CH2:11][CH:12]([CH3:20])[C:13]=3[CH:14]=[CH:15][C:16]2=[O:19])[CH2:8]1)(=O)=O.N1C=CC=CC=1.[NH:28]1[CH2:33][CH2:32][CH:31]([NH:34][C:35](=[O:41])[O:36][C:37]([CH3:40])([CH3:39])[CH3:38])[CH2:30][CH2:29]1. The catalyst is C(#N)C. The product is [CH3:20][CH:12]1[CH2:11][C:10](=[O:21])[N:9]2[CH2:8][C@@H:7]([CH2:6][N:28]3[CH2:29][CH2:30][CH:31]([NH:34][C:35](=[O:41])[O:36][C:37]([CH3:39])([CH3:38])[CH3:40])[CH2:32][CH2:33]3)[N:17]3[C:18]2=[C:13]1[CH:14]=[CH:15][C:16]3=[O:19]. The yield is 0.316.